Dataset: Reaction yield outcomes from USPTO patents with 853,638 reactions. Task: Predict the reaction yield, written as a fraction of the theoretical maximum amount of product (1.0 means a 100% yield; for example, 0.34 means a 34% yield). (1) The reactants are [NH2:1][C:2]1[CH:7]=[C:6]([F:8])[CH:5]=[CH:4][C:3]=1[S:9][CH2:10][C:11]1[CH:20]=[CH:19][C:14]([C:15]([O:17][CH3:18])=[O:16])=[CH:13][CH:12]=1.[O:21]1[C:25]2[CH:26]=[CH:27][CH:28]=[CH:29][C:24]=2[CH:23]=[C:22]1[S:30](Cl)(=[O:32])=[O:31]. The catalyst is N1C=CC=CC=1. The product is [O:21]1[C:25]2[CH:26]=[CH:27][CH:28]=[CH:29][C:24]=2[CH:23]=[C:22]1[S:30]([NH:1][C:2]1[CH:7]=[C:6]([F:8])[CH:5]=[CH:4][C:3]=1[S:9][CH2:10][C:11]1[CH:20]=[CH:19][C:14]([C:15]([O:17][CH3:18])=[O:16])=[CH:13][CH:12]=1)(=[O:32])=[O:31]. The yield is 0.660. (2) The reactants are [CH3:1][O:2][C:3]1[CH:40]=[C:39]([O:41][CH3:42])[CH:38]=[CH:37][C:4]=1[CH2:5][NH:6][C:7]1[C:8]2[CH:15]=[CH:14][N:13]([C@H:16]3[C@@H:20]4[O:21][C:22]([CH3:25])([CH3:24])[O:23][C@@H:19]4[C@@H:18]([CH2:26][NH:27][CH:28]4[CH2:31][CH:30]([CH2:32][C:33]([O:35][CH3:36])=[O:34])[CH2:29]4)[O:17]3)[C:9]=2[N:10]=[CH:11][N:12]=1.[C:43]([BH3-])#N.[Na+].C(O)(=O)C.C=O. The catalyst is CO. The product is [CH3:1][O:2][C:3]1[CH:40]=[C:39]([O:41][CH3:42])[CH:38]=[CH:37][C:4]=1[CH2:5][NH:6][C:7]1[C:8]2[CH:15]=[CH:14][N:13]([C@H:16]3[C@@H:20]4[O:21][C:22]([CH3:24])([CH3:25])[O:23][C@@H:19]4[C@@H:18]([CH2:26][N:27]([CH3:43])[CH:28]4[CH2:29][CH:30]([CH2:32][C:33]([O:35][CH3:36])=[O:34])[CH2:31]4)[O:17]3)[C:9]=2[N:10]=[CH:11][N:12]=1. The yield is 1.00. (3) The reactants are [C:1]([O:5][C:6]([NH:8][CH2:9][C:10]([C:12]1[CH:17]=[CH:16][CH:15]=[CH:14][CH:13]=1)=O)=[O:7])([CH3:4])([CH3:3])[CH3:2].Cl.[NH2:19][NH:20][C:21]([NH2:23])=[S:22].O. The catalyst is CO. The product is [C:1]([O:5][C:6]([NH:8][CH2:9][C:10](=[N:19][NH:20][C:21]([NH2:23])=[S:22])[C:12]1[CH:17]=[CH:16][CH:15]=[CH:14][CH:13]=1)=[O:7])([CH3:4])([CH3:3])[CH3:2]. The yield is 0.951. (4) The reactants are C([Li])CCC.[CH2:6]([O:13][C:14]1[CH:19]=[CH:18][C:17](Br)=[CH:16][N:15]=1)[C:7]1[CH:12]=[CH:11][CH:10]=[CH:9][CH:8]=1.CN(C)[CH:23]=[O:24]. The catalyst is C1COCC1. The product is [CH2:6]([O:13][C:14]1[CH:19]=[CH:18][C:17]([CH:23]=[O:24])=[CH:16][N:15]=1)[C:7]1[CH:12]=[CH:11][CH:10]=[CH:9][CH:8]=1. The yield is 0.730.